From a dataset of Full USPTO retrosynthesis dataset with 1.9M reactions from patents (1976-2016). Predict the reactants needed to synthesize the given product. (1) Given the product [Br:16][CH2:17][C:18]1[CH:19]=[C:20]([CH:21]=[CH:22][CH:23]=1)[CH2:24][S:13][C:7]1[C:6]2[C:11](=[CH:12][C:3]([C:2]([F:1])([F:14])[F:15])=[CH:4][CH:5]=2)[N:10]=[CH:9][CH:8]=1, predict the reactants needed to synthesize it. The reactants are: [F:1][C:2]([F:15])([F:14])[C:3]1[CH:12]=[C:11]2[C:6]([C:7]([SH:13])=[CH:8][CH:9]=[N:10]2)=[CH:5][CH:4]=1.[Br:16][CH2:17][C:18]1[CH:23]=[CH:22][CH:21]=[C:20]([CH2:24]Br)[CH:19]=1.C(Cl)(Cl)Cl.C([O-])([O-])=O.[K+].[K+]. (2) Given the product [CH3:4][CH2:3][CH2:2][CH:1]([CH3:7])[CH3:6].[CH2:14]([N:10]1[C:11]([CH:12]=[O:13])=[C:7]([C:1]2[CH:2]=[CH:3][CH:4]=[CH:5][CH:6]=2)[N:8]=[CH:9]1)[C:15]1[CH:20]=[CH:19][CH:18]=[CH:17][CH:16]=1, predict the reactants needed to synthesize it. The reactants are: [C:1]1([C:7]2[N:8]=[CH:9][NH:10][C:11]=2[CH:12]=[O:13])[CH:6]=[CH:5][CH:4]=[CH:3][CH:2]=1.[CH2:14](Br)[C:15]1[CH:20]=[CH:19][CH:18]=[CH:17][CH:16]=1. (3) Given the product [CH2:23]([O:22][C:20](=[O:21])[CH2:19][O:9][C:4]1[CH:5]=[CH:6][CH:7]=[CH:8][C:3]=1[C:2]([F:10])([F:11])[F:1])[CH3:24], predict the reactants needed to synthesize it. The reactants are: [F:1][C:2]([F:11])([F:10])[C:3]1[CH:8]=[CH:7][CH:6]=[CH:5][C:4]=1[OH:9].C(=O)([O-])[O-].[Cs+].[Cs+].Br[CH2:19][C:20]([O:22][CH2:23][CH3:24])=[O:21]. (4) Given the product [Br:1][C:11]1[CH:12]=[C:13]([O:19][CH3:20])[C:14]([OH:18])=[C:15]([C:10]=1[F:9])[CH:16]=[O:17], predict the reactants needed to synthesize it. The reactants are: [Br:1]N1C(=O)CCC1=O.[F:9][C:10]1[C:15]([CH:16]=[O:17])=[C:14]([OH:18])[C:13]([O:19][CH3:20])=[CH:12][CH:11]=1.O.C(OCC)(=O)C. (5) Given the product [CH3:1][C:2]([CH2:4][O:5][C:13]([C:10]([C:6]([F:9])([F:8])[F:7])([F:12])[F:11])=[O:14])=[O:3], predict the reactants needed to synthesize it. The reactants are: [CH3:1][C:2]([CH2:4][OH:5])=[O:3].[C:6]([C:10]([C:13](F)=[O:14])([F:12])[F:11])([F:9])([F:8])[F:7]. (6) The reactants are: CN(C(ON1N=NC2C=CC=NC1=2)=[N+](C)C)C.F[P-](F)(F)(F)(F)F.Cl.Cl.Cl.[Cl:28][C:29]1[N:34]=[CH:33][C:32]([C:35]2[NH:39][C:38]([C@@H:40]3[CH2:44][CH2:43][CH2:42][NH:41]3)=[N:37][CH:36]=2)=[CH:31][N:30]=1.[N:45]1[CH:50]=[CH:49][CH:48]=[C:47]([CH2:51][C:52](O)=[O:53])[CH:46]=1.CCN(C(C)C)C(C)C. Given the product [Cl:28][C:29]1[N:34]=[CH:33][C:32]([C:35]2[NH:39][CH:38]=[N:37][CH:36]=2)=[CH:31][N:30]=1.[N:41]1([CH:51]([C:47]2[CH:46]=[N:45][CH:50]=[CH:49][CH:48]=2)[CH:52]=[O:53])[CH2:40][CH2:44][CH2:43][CH2:42]1, predict the reactants needed to synthesize it. (7) Given the product [NH2:1][C:2]1[C:11]2[C:6](=[C:7]([C:23]3[CH:22]=[C:21]([O:20][CH3:19])[CH:26]=[C:25]([O:27][CH3:28])[CH:24]=3)[CH:8]=[CH:9][CH:10]=2)[N:5]=[N:4][C:3]=1[C:13]([NH:15][CH2:16][CH2:17][CH3:18])=[O:14], predict the reactants needed to synthesize it. The reactants are: [NH2:1][C:2]1[C:11]2[C:6](=[C:7](Br)[CH:8]=[CH:9][CH:10]=2)[N:5]=[N:4][C:3]=1[C:13]([NH:15][CH2:16][CH2:17][CH3:18])=[O:14].[CH3:19][O:20][C:21]1[CH:22]=[C:23](B2OC(C)(C)C(C)(C)O2)[CH:24]=[C:25]([O:27][CH3:28])[CH:26]=1.